The task is: Predict the reactants needed to synthesize the given product.. This data is from Full USPTO retrosynthesis dataset with 1.9M reactions from patents (1976-2016). Given the product [F:19][C:16]1([F:18])[CH2:17][C:15]1([C:12]1[N:13]=[CH:14][C:9]([OH:8])=[CH:10][CH:11]=1)[CH3:20], predict the reactants needed to synthesize it. The reactants are: C([O:8][C:9]1[CH:10]=[CH:11][C:12]([C:15]2([CH3:20])[CH2:17][C:16]2([F:19])[F:18])=[N:13][CH:14]=1)C1C=CC=CC=1.